This data is from Forward reaction prediction with 1.9M reactions from USPTO patents (1976-2016). The task is: Predict the product of the given reaction. (1) Given the reactants [Br:1][C:2]1[CH:3]=[C:4]([NH:22]C(=O)C(F)(F)F)[CH:5]=[CH:6][C:7]=1[S:8](=[O:21])(=[O:20])[NH:9][C:10]1[CH:11]=[CH:12][C:13]2[CH2:17][O:16][B:15]([OH:18])[C:14]=2[CH:19]=1, predict the reaction product. The product is: [NH2:22][C:4]1[CH:5]=[CH:6][C:7]([S:8]([NH:9][C:10]2[CH:11]=[CH:12][C:13]3[CH2:17][O:16][B:15]([OH:18])[C:14]=3[CH:19]=2)(=[O:20])=[O:21])=[C:2]([Br:1])[CH:3]=1. (2) Given the reactants N1C=CC=CC=1.[F:7][C:8]([F:21])([F:20])[S:9]([O:12]S(C(F)(F)F)(=O)=O)(=[O:11])=[O:10].O[C:23]1[CH:28]=[CH:27][C:26]([CH2:29][C:30]([O:32][CH3:33])=[O:31])=[CH:25][C:24]=1[O:34][CH3:35].O, predict the reaction product. The product is: [CH3:35][O:34][C:24]1[CH:25]=[C:26]([CH2:29][C:30]([O:32][CH3:33])=[O:31])[CH:27]=[CH:28][C:23]=1[O:12][S:9]([C:8]([F:21])([F:20])[F:7])(=[O:11])=[O:10]. (3) Given the reactants [C:1]([O:5][C:6]([N:8]([CH2:15][C:16](=[O:18])[CH3:17])[CH2:9][C:10](OCC)=[O:11])=[O:7])([CH3:4])([CH3:3])[CH3:2].CC(C)([O-])C.[K+:24], predict the reaction product. The product is: [C:1]([O:5][C:6]([N:8]1[CH2:15][C:16](=[O:18])[CH:17]=[C:10]([O-:11])[CH2:9]1)=[O:7])([CH3:2])([CH3:3])[CH3:4].[K+:24]. (4) Given the reactants Br[C:2]1[N:7]=[CH:6][C:5]([N:8]2[C:17]3[N:18]4[CH:24]=[CH:23][CH:22]=[CH:21][C:19]4=[N:20][C:16]=3[C:15]3[C:10](=[CH:11][CH:12]=[CH:13][CH:14]=3)[C:9]2=[O:25])=[CH:4][CH:3]=1.[NH2:26][CH:27]([CH3:30])[CH2:28][OH:29], predict the reaction product. The product is: [OH:29][CH2:28][CH:27]([NH:26][C:2]1[N:7]=[CH:6][C:5]([N:8]2[C:17]3[N:18]4[CH:24]=[CH:23][CH:22]=[CH:21][C:19]4=[N:20][C:16]=3[C:15]3[C:10](=[CH:11][CH:12]=[CH:13][CH:14]=3)[C:9]2=[O:25])=[CH:4][CH:3]=1)[CH3:30]. (5) Given the reactants [Li+].C[Si]([N-][Si](C)(C)C)(C)C.[CH3:11][O:12][C:13](=[O:28])[CH2:14][C:15]1[C:16]([F:27])=[CH:17][CH:18]=[C:19]2[C:24]=1[N:23]=[C:22]([O:25][CH3:26])[CH:21]=[CH:20]2.Br[CH2:30][N:31]1[C:35](=[O:36])[C:34]2=[CH:37][CH:38]=[CH:39][CH:40]=[C:33]2[C:32]1=[O:41], predict the reaction product. The product is: [CH3:11][O:12][C:13](=[O:28])[CH:14]([C:15]1[C:16]([F:27])=[CH:17][CH:18]=[C:19]2[C:24]=1[N:23]=[C:22]([O:25][CH3:26])[CH:21]=[CH:20]2)[CH2:30][N:31]1[C:35](=[O:36])[C:34]2[C:33](=[CH:40][CH:39]=[CH:38][CH:37]=2)[C:32]1=[O:41]. (6) Given the reactants [Cl:1][C:2]1[CH:7]=[CH:6][C:5]([C:8]2[CH:13]=[C:12]([CH3:14])[N:11]3[N:15]=[CH:16][C:17]([C:18]([OH:20])=O)=[C:10]3[N:9]=2)=[CH:4][CH:3]=1.[CH3:21][S:22]([C:25]1[CH:26]=[C:27]([NH2:31])[CH:28]=[CH:29][CH:30]=1)(=[O:24])=[O:23], predict the reaction product. The product is: [CH3:21][S:22]([C:25]1[CH:26]=[C:27]([NH:31][C:18]([C:17]2[CH:16]=[N:15][N:11]3[C:12]([CH3:14])=[CH:13][C:8]([C:5]4[CH:4]=[CH:3][C:2]([Cl:1])=[CH:7][CH:6]=4)=[N:9][C:10]=23)=[O:20])[CH:28]=[CH:29][CH:30]=1)(=[O:23])=[O:24].